From a dataset of Forward reaction prediction with 1.9M reactions from USPTO patents (1976-2016). Predict the product of the given reaction. The product is: [Cl:46][C:45]1[C:40]([C:7]2[CH:6]=[C:5]3[C:10]([C:2]([CH3:38])([CH3:1])[CH2:3][N:4]3[C:20]3[C:29]4[C:24](=[CH:25][C:26]([F:30])=[CH:27][CH:28]=4)[N:23]=[C:22]([C:31]4[CH:36]=[CH:35][CH:34]=[CH:33][N:32]=4)[C:21]=3[CH3:37])=[CH:9][CH:8]=2)=[N:41][C:42]([NH2:47])=[N:43][CH:44]=1. Given the reactants [CH3:1][C:2]1([CH3:38])[C:10]2[C:5](=[CH:6][C:7](B3OC(C)(C)C(C)(C)O3)=[CH:8][CH:9]=2)[N:4]([C:20]2[C:29]3[C:24](=[CH:25][C:26]([F:30])=[CH:27][CH:28]=3)[N:23]=[C:22]([C:31]3[CH:36]=[CH:35][CH:34]=[CH:33][N:32]=3)[C:21]=2[CH3:37])[CH2:3]1.Cl[C:40]1[C:45]([Cl:46])=[CH:44][N:43]=[C:42]([NH2:47])[N:41]=1.C(=O)([O-])[O-].[Na+].[Na+], predict the reaction product.